This data is from Peptide-MHC class II binding affinity with 134,281 pairs from IEDB. The task is: Regression. Given a peptide amino acid sequence and an MHC pseudo amino acid sequence, predict their binding affinity value. This is MHC class II binding data. The peptide sequence is IKEKGKDKWIELKES. The MHC is DRB3_0101 with pseudo-sequence DRB3_0101. The binding affinity (normalized) is 0.